This data is from Forward reaction prediction with 1.9M reactions from USPTO patents (1976-2016). The task is: Predict the product of the given reaction. The product is: [C:1]([N:8]1[CH2:13][CH2:12][CH:11]([N:14]2[C:15]3[N:16]=[C:17]([Cl:28])[N:18]=[C:19]([N:22]4[CH2:23][CH2:24][O:25][CH2:26][CH2:27]4)[C:20]=3[N:21]=[N:29]2)[CH2:10][CH2:9]1)([O:3][C:4]([CH3:7])([CH3:6])[CH3:5])=[O:2]. Given the reactants [C:1]([N:8]1[CH2:13][CH2:12][CH:11]([NH:14][C:15]2[C:20]([NH2:21])=[C:19]([N:22]3[CH2:27][CH2:26][O:25][CH2:24][CH2:23]3)[N:18]=[C:17]([Cl:28])[N:16]=2)[CH2:10][CH2:9]1)([O:3][C:4]([CH3:7])([CH3:6])[CH3:5])=[O:2].[N:29]([O-])=O.[Na+], predict the reaction product.